From a dataset of Full USPTO retrosynthesis dataset with 1.9M reactions from patents (1976-2016). Predict the reactants needed to synthesize the given product. Given the product [C:30]([O:33][CH2:34][C:35]([N:4]1[C:5]2[C:10](=[CH:9][CH:8]=[CH:7][CH:6]=2)[CH:11]=[C:2]([Br:1])[CH2:3]1)=[O:36])(=[O:32])[CH3:31], predict the reactants needed to synthesize it. The reactants are: [Br:1][C:2]1[CH:3]=[N:4][C:5]2[C:10]([CH:11]=1)=[CH:9][CH:8]=[CH:7][CH:6]=2.B.C1COCC1.COCCO[AlH2-]OCCOC.[Na+].[C:30]([O:33][CH2:34][C:35](Cl)=[O:36])(=[O:32])[CH3:31].